This data is from Forward reaction prediction with 1.9M reactions from USPTO patents (1976-2016). The task is: Predict the product of the given reaction. The product is: [Br:1][C:2]1[CH:3]=[C:4]2[C:9](=[CH:10][CH:11]=1)[O:8][C@@H:7]1[CH2:12][O:13][CH2:14][CH2:15][C@H:6]1[C:5]2=[CH2:17]. Given the reactants [Br:1][C:2]1[CH:3]=[C:4]2[C:9](=[CH:10][CH:11]=1)[O:8][C@@H:7]1[CH2:12][O:13][CH2:14][CH2:15][C@H:6]1[C:5]2=O.[C:17]1(C)C=CC=CC=1, predict the reaction product.